The task is: Predict which catalyst facilitates the given reaction.. This data is from Catalyst prediction with 721,799 reactions and 888 catalyst types from USPTO. Reactant: [CH3:1][NH:2][CH2:3][CH2:4][CH2:5][N:6]1[C:16]2[CH:17]=[CH:18][CH:19]=[CH:20][C:15]=2[CH2:14][CH2:13][C:12]2[CH:11]=[CH:10][CH:9]=[CH:8][C:7]1=2.Cl.[C:22](=[O:25])([O-])[O-:23].[K+].[K+].[CH2:28](C(Cl)(Cl)Cl)[CH:29]([CH3:31])[CH3:30]. Product: [CH2:28]([O:23][C:22](=[O:25])[N:2]([CH2:3][CH2:4][CH2:5][N:6]1[C:7]2[CH:8]=[CH:9][CH:10]=[CH:11][C:12]=2[CH2:13][CH2:14][C:15]2[CH:20]=[CH:19][CH:18]=[CH:17][C:16]1=2)[CH3:1])[CH:29]([CH3:31])[CH3:30]. The catalyst class is: 3.